Dataset: Rat liver microsome stability data. Task: Regression/Classification. Given a drug SMILES string, predict its absorption, distribution, metabolism, or excretion properties. Task type varies by dataset: regression for continuous measurements (e.g., permeability, clearance, half-life) or binary classification for categorical outcomes (e.g., BBB penetration, CYP inhibition). Dataset: rlm. (1) The compound is Cn1cc(NC(=O)c2csc3ncc(N[C@@H]4CCCC[C@@H]4N)nc23)c(C#N)n1. The result is 1 (stable in rat liver microsomes). (2) The molecule is Cn1c(=N)n(CCOc2ccc(Cl)cc2)c2ccc(Cl)cc21. The result is 0 (unstable in rat liver microsomes).